From a dataset of Forward reaction prediction with 1.9M reactions from USPTO patents (1976-2016). Predict the product of the given reaction. (1) Given the reactants [Si:1]([O:18][C:19]1[CH:24]=[CH:23][C:22](C(=O)C)=[CH:21][C:20]=1[F:28])([C:14]([CH3:17])([CH3:16])[CH3:15])([C:8]1[CH:13]=[CH:12][CH:11]=[CH:10][CH:9]=1)[C:2]1[CH:7]=[CH:6][CH:5]=[CH:4][CH:3]=1.ClC1C=[C:32](C=CC=1)[C:33]([O:35]O)=[O:34], predict the reaction product. The product is: [C:33]([O:35][C:22]1[CH:23]=[CH:24][C:19]([O:18][Si:1]([C:14]([CH3:16])([CH3:17])[CH3:15])([C:2]2[CH:3]=[CH:4][CH:5]=[CH:6][CH:7]=2)[C:8]2[CH:9]=[CH:10][CH:11]=[CH:12][CH:13]=2)=[C:20]([F:28])[CH:21]=1)(=[O:34])[CH3:32]. (2) Given the reactants [CH3:1][C:2]1[O:3][C:4](=[O:8])[O:5][C:6]=1[CH3:7].[Br:9]N1C(=O)CCC1=O, predict the reaction product. The product is: [Br:9][CH2:1][C:2]1[O:3][C:4](=[O:8])[O:5][C:6]=1[CH3:7]. (3) Given the reactants [CH2:1]([N:4]1[CH2:9][CH2:8][CH:7]([C:10]2[CH:11]=[C:12](OS(C(F)(F)F)(=O)=O)[CH:13]=[CH:14][CH:15]=2)[CH2:6][CH2:5]1)[CH2:2][CH3:3].[CH:24]([O:26]CCCC)=[CH2:25].C1(P(C2C=CC=CC=2)CCCP(C2C=CC=CC=2)C2C=CC=CC=2)C=CC=CC=1.Cl, predict the reaction product. The product is: [CH2:1]([N:4]1[CH2:9][CH2:8][CH:7]([C:10]2[CH:11]=[C:12]([C:24](=[O:26])[CH3:25])[CH:13]=[CH:14][CH:15]=2)[CH2:6][CH2:5]1)[CH2:2][CH3:3]. (4) Given the reactants CC1(C)CCCC(C)(C)N1.C([Li])CCC.CCCCCC.[Br:22][C:23]1[C:28]([F:29])=[CH:27][CH:26]=[CH:25][C:24]=1[F:30].[Cl-].[NH4+].C1C[O:36][CH2:35]C1, predict the reaction product. The product is: [Br:22][C:23]1[C:28]([F:29])=[C:27]([CH:26]=[CH:25][C:24]=1[F:30])[CH:35]=[O:36]. (5) Given the reactants [C:1]([C:3]1[CH:24]=[CH:23][C:6]([C:7]([CH:9]([C:20](=O)[CH3:21])[CH2:10][CH2:11][CH2:12][CH2:13][CH2:14][C:15]([O:17][CH2:18][CH3:19])=[O:16])=O)=[CH:5][CH:4]=1)#[N:2].[CH2:25]([C:27]1[N:28]([NH2:32])[CH:29]=[CH:30][CH:31]=1)[CH3:26].C(OCC)(=O)C.Cl, predict the reaction product. The product is: [C:1]([C:3]1[CH:24]=[CH:23][C:6]([C:7]2[C:29]3[N:28]([C:27]([CH2:25][CH3:26])=[CH:31][CH:30]=3)[N:32]=[C:20]([CH3:21])[C:9]=2[CH2:10][CH2:11][CH2:12][CH2:13][CH2:14][C:15]([O:17][CH2:18][CH3:19])=[O:16])=[CH:5][CH:4]=1)#[N:2]. (6) Given the reactants [F:1][C:2]1[CH:3]=[C:4]([C:27]2[C:28]([C:33]#[N:34])=[CH:29][CH:30]=[CH:31][CH:32]=2)[CH:5]=[CH:6][C:7]=1[CH2:8][C:9]1[C:14](=[O:15])[N:13]([C:16]2[CH:21]=[CH:20][C:19]([OH:22])=[CH:18][CH:17]=2)[C:12]([CH3:23])=[N:11][C:10]=1[CH2:24][CH2:25][CH3:26].[Si](O[CH:43]1[CH2:48][CH2:47][CH:46]([OH:49])[CH2:45][CH2:44]1)(C(C)(C)C)(C)C.C1(P(C2C=CC=CC=2)C2C=CC=CC=2)C=CC=CC=1.[N:70]([C:71]([O:73]C(C)C)=[O:72])=[N:70][C:71]([O:73]C(C)C)=[O:72], predict the reaction product. The product is: [F:1][C:2]1[CH:3]=[C:4]([C:27]2[CH:32]=[CH:31][CH:30]=[CH:29][C:28]=2[C:33]2[NH:70][C:71](=[O:72])[O:73][N:34]=2)[CH:5]=[CH:6][C:7]=1[CH2:8][C:9]1[C:14](=[O:15])[N:13]([C:16]2[CH:21]=[CH:20][C:19]([O:22][CH:43]3[CH2:44][CH2:45][CH:46]([OH:49])[CH2:47][CH2:48]3)=[CH:18][CH:17]=2)[C:12]([CH3:23])=[N:11][C:10]=1[CH2:24][CH2:25][CH3:26]. (7) Given the reactants [O:1]=[C:2]([NH:17][C@@H:18]1[CH2:22][CH2:21][N:20]([CH:23]2[CH2:28][CH2:27][NH:26][CH2:25][CH2:24]2)[CH2:19]1)[CH2:3][NH:4][C:5](=[O:16])[C:6]1[CH:11]=[CH:10][CH:9]=[C:8]([C:12]([F:15])([F:14])[F:13])[CH:7]=1.C([O-])([O-])=O.[K+].[K+].F[C:36]1[CH:43]=[CH:42][C:39]([C:40]#[N:41])=[CH:38][CH:37]=1.[NH4+].[OH-], predict the reaction product. The product is: [C:40]([C:39]1[CH:42]=[CH:43][C:36]([N:26]2[CH2:25][CH2:24][CH:23]([N:20]3[CH2:21][CH2:22][C@@H:18]([NH:17][C:2](=[O:1])[CH2:3][NH:4][C:5](=[O:16])[C:6]4[CH:11]=[CH:10][CH:9]=[C:8]([C:12]([F:15])([F:14])[F:13])[CH:7]=4)[CH2:19]3)[CH2:28][CH2:27]2)=[CH:37][CH:38]=1)#[N:41]. (8) Given the reactants Cl[C:2]1[N:7]=[C:6]([O:8][CH3:9])[CH:5]=[CH:4][N:3]=1.[CH3:10][C:11]1[N:15]=[CH:14][N:13]([C:16]2[CH:22]=[CH:21][C:19]([NH2:20])=[CH:18][CH:17]=2)[N:12]=1, predict the reaction product. The product is: [CH3:9][O:8][C:6]1[CH:5]=[CH:4][N:3]=[C:2]([NH:20][C:19]2[CH:18]=[CH:17][C:16]([N:13]3[CH:14]=[N:15][C:11]([CH3:10])=[N:12]3)=[CH:22][CH:21]=2)[N:7]=1.